From a dataset of Forward reaction prediction with 1.9M reactions from USPTO patents (1976-2016). Predict the product of the given reaction. (1) Given the reactants [CH2:1]([N:5]1[CH2:9][CH2:8][CH:7]([OH:10])[CH2:6]1)[CH2:2][CH2:3][CH3:4].[H-].[Na+].F[C:14]1[CH:21]=[CH:20][C:17]([C:18]#[N:19])=[CH:16][CH:15]=1, predict the reaction product. The product is: [CH2:1]([N:5]1[CH2:9][CH2:8][CH:7]([O:10][C:14]2[CH:21]=[CH:20][C:17]([C:18]#[N:19])=[CH:16][CH:15]=2)[CH2:6]1)[CH2:2][CH2:3][CH3:4]. (2) Given the reactants C([N-]C(C)C)(C)C.[Li+].[Cl:9][C:10]([Cl:21])([Cl:20])[C@@H:11]1[N:15]2[CH2:16][CH2:17][CH2:18][C@H:14]2[C:13](=[O:19])[O:12]1.[CH3:22][O:23][CH2:24]Cl.O, predict the reaction product. The product is: [CH3:22][O:23][CH2:24][C@@:14]12[CH2:18][CH2:17][CH2:16][N:15]1[C@@H:11]([C:10]([Cl:9])([Cl:20])[Cl:21])[O:12][C:13]2=[O:19]. (3) Given the reactants [F:1][C:2]1[CH:9]=[C:8]([O:10]C)[CH:7]=[CH:6][C:3]=1[CH:4]=[O:5].B(Br)(Br)[Br:13], predict the reaction product. The product is: [Br:13][C:7]1[C:8]([OH:10])=[CH:9][C:2]([F:1])=[C:3]([CH:6]=1)[CH:4]=[O:5]. (4) Given the reactants [CH3:1][N:2]1[C:11](=[O:12])[C:10]2[N:9]([CH2:13][CH:14]=[C:15]([CH3:17])[CH3:16])[C:8]([CH:18]3[CH2:23][CH2:22][N:21]([N:24]=O)[CH2:20][CH2:19]3)=[N:7][C:6]=2[N:5]([CH3:26])[C:3]1=[O:4], predict the reaction product. The product is: [CH3:1][N:2]1[C:11](=[O:12])[C:10]2[N:9]([CH2:13][CH:14]=[C:15]([CH3:17])[CH3:16])[C:8]([CH:18]3[CH2:23][CH2:22][N:21]([NH2:24])[CH2:20][CH2:19]3)=[N:7][C:6]=2[N:5]([CH3:26])[C:3]1=[O:4]. (5) Given the reactants [S:1]1([C:12]2[C:7](=[CH:8][CH:9]=[CH:10][CH:11]=2)[C:5](=[O:6])[NH:4]1)(=[O:3])=[O:2].[H-].[Na+].Br[CH2:16][CH2:17][CH2:18][CH2:19][O:20][C:21]1[CH:26]=[CH:25][C:24]([Cl:27])=[CH:23][CH:22]=1, predict the reaction product. The product is: [Cl:27][C:24]1[CH:25]=[CH:26][C:21]([O:20][CH2:19][CH2:18][CH2:17][CH2:16][N:4]2[C:5](=[O:6])[C:7]3[C:12](=[CH:11][CH:10]=[CH:9][CH:8]=3)[S:1]2(=[O:2])=[O:3])=[CH:22][CH:23]=1.